This data is from Catalyst prediction with 721,799 reactions and 888 catalyst types from USPTO. The task is: Predict which catalyst facilitates the given reaction. Reactant: C(OC(=O)[NH:7][CH:8]1[CH2:13][CH2:12][CH:11]([NH:14][C:15]2[C:16]3[N:17]([C:21]([C:24]4[CH:29]=[CH:28][N:27]=[C:26]([NH:30][CH2:31][C:32]5[CH:37]=[CH:36][CH:35]=[CH:34][C:33]=5[Cl:38])[N:25]=4)=[CH:22][N:23]=3)[CH:18]=[CH:19][N:20]=2)[CH2:10][CH2:9]1)(C)(C)C.Cl. Product: [Cl:38][C:33]1[CH:34]=[CH:35][CH:36]=[CH:37][C:32]=1[CH2:31][NH:30][C:26]1[N:25]=[C:24]([C:21]2[N:17]3[CH:18]=[CH:19][N:20]=[C:15]([NH:14][CH:11]4[CH2:10][CH2:9][CH:8]([NH2:7])[CH2:13][CH2:12]4)[C:16]3=[N:23][CH:22]=2)[CH:29]=[CH:28][N:27]=1. The catalyst class is: 8.